Dataset: NCI-60 drug combinations with 297,098 pairs across 59 cell lines. Task: Regression. Given two drug SMILES strings and cell line genomic features, predict the synergy score measuring deviation from expected non-interaction effect. (1) Drug 1: CN(C)N=NC1=C(NC=N1)C(=O)N. Drug 2: CC(C)(C#N)C1=CC(=CC(=C1)CN2C=NC=N2)C(C)(C)C#N. Cell line: OVCAR3. Synergy scores: CSS=3.70, Synergy_ZIP=-1.89, Synergy_Bliss=-1.48, Synergy_Loewe=-1.94, Synergy_HSA=-1.69. (2) Drug 1: CC12CCC(CC1=CCC3C2CCC4(C3CC=C4C5=CN=CC=C5)C)O. Drug 2: C1CCC(C1)C(CC#N)N2C=C(C=N2)C3=C4C=CNC4=NC=N3. Cell line: HCT116. Synergy scores: CSS=8.94, Synergy_ZIP=-1.71, Synergy_Bliss=5.68, Synergy_Loewe=3.28, Synergy_HSA=3.25.